This data is from Catalyst prediction with 721,799 reactions and 888 catalyst types from USPTO. The task is: Predict which catalyst facilitates the given reaction. (1) Reactant: [C:1]([CH:5]([C:22]([O:24][CH3:25])=[O:23])[C:6]1[CH:7]=[CH:8][N:9]2[C:14]([CH:15]=1)=[CH:13][CH:12]=[C:11]([C:16]([O:18][CH2:19][CH3:20])=[O:17])[C:10]2=[O:21])([O:3][CH3:4])=[O:2].Br[CH2:27][C:28]([O:30][CH2:31][CH3:32])=[O:29]. Product: [C:1]([C:5]([C:6]1[CH:7]=[CH:8][N:9]2[C:14]([CH:15]=1)=[CH:13][CH:12]=[C:11]([C:16]([O:18][CH2:19][CH3:20])=[O:17])[C:10]2=[O:21])([C:22]([O:24][CH3:25])=[O:23])[CH2:27][C:28]([O:30][CH2:31][CH3:32])=[O:29])([O:3][CH3:4])=[O:2]. The catalyst class is: 6. (2) Reactant: [Cl:1][C:2]1[N:7]=[C:6](Cl)[C:5]([CH3:9])=[CH:4][N:3]=1.C([O-])([O-])=O.[Na+].[Na+].[NH:16]1[C:24]2[C:19](=[CH:20][C:21]([NH2:25])=[CH:22][CH:23]=2)[CH:18]=[N:17]1. Product: [Cl:1][C:2]1[N:7]=[C:6]([NH:25][C:21]2[CH:20]=[C:19]3[C:24](=[CH:23][CH:22]=2)[NH:16][N:17]=[CH:18]3)[C:5]([CH3:9])=[CH:4][N:3]=1. The catalyst class is: 14. (3) Reactant: FC(F)(F)S([O-])(=O)=O.[CH3:9][O:10][C:11]([C:13]1[C:22]([N+:23]([O-:25])=[O:24])=[C:21]2[C:16]([CH:17]=[CH:18][CH:19]=[N+:20]2[CH3:26])=[CH:15][CH:14]=1)=[O:12].[BH4-].[Na+]. Product: [CH3:26][N:20]1[C:21]2[C:16](=[CH:15][CH:14]=[C:13]([C:11]([O:10][CH3:9])=[O:12])[C:22]=2[N+:23]([O-:25])=[O:24])[CH:17]=[CH:18][CH2:19]1. The catalyst class is: 5. (4) Reactant: C(OC(=O)[N:7]([S:13]([C:16]1[C:21]([F:22])=[CH:20][C:19]([O:23][C@H:24]2[CH2:29][CH2:28][CH2:27][CH2:26][C@@H:25]2[C:30]2[C:31]([N+:41]([O-:43])=[O:42])=[N:32][N:33](C3CCCCO3)[CH:34]=2)=[CH:18][C:17]=1[F:44])(=[O:15])=[O:14])[C:8]1[N:9]=[CH:10][S:11][CH:12]=1)(C)(C)C.FC(F)(F)C(O)=O.ClCCl. Product: [F:22][C:21]1[CH:20]=[C:19]([O:23][C@H:24]2[CH2:29][CH2:28][CH2:27][CH2:26][C@@H:25]2[C:30]2[C:31]([N+:41]([O-:43])=[O:42])=[N:32][NH:33][CH:34]=2)[CH:18]=[C:17]([F:44])[C:16]=1[S:13]([NH:7][C:8]1[N:9]=[CH:10][S:11][CH:12]=1)(=[O:15])=[O:14]. The catalyst class is: 5. (5) Reactant: [CH3:1][O:2][C:3]1[CH:4]=[C:5]([CH2:13][CH2:14][C:15]([O:17]CC)=[O:16])[CH:6]=[CH:7][C:8]=1[O:9][CH2:10][C:11]#[CH:12].[OH-].[Li+].O1CCCC1. Product: [CH3:1][O:2][C:3]1[CH:4]=[C:5]([CH2:13][CH2:14][C:15]([OH:17])=[O:16])[CH:6]=[CH:7][C:8]=1[O:9][CH2:10][C:11]#[CH:12]. The catalyst class is: 6.